This data is from Peptide-MHC class II binding affinity with 134,281 pairs from IEDB. The task is: Regression. Given a peptide amino acid sequence and an MHC pseudo amino acid sequence, predict their binding affinity value. This is MHC class II binding data. (1) The peptide sequence is YDKFLANVSEVLTGK. The MHC is DRB1_0401 with pseudo-sequence DRB1_0401. The binding affinity (normalized) is 0.169. (2) The peptide sequence is GRGGWCYYAAAQKEV. The MHC is DRB3_0301 with pseudo-sequence DRB3_0301. The binding affinity (normalized) is 0.549. (3) The peptide sequence is NRIMADGGSIQNTNL. The MHC is HLA-DQA10501-DQB10201 with pseudo-sequence HLA-DQA10501-DQB10201. The binding affinity (normalized) is 0.277. (4) The peptide sequence is VKLVDANGKLHDKKS. The MHC is HLA-DQA10501-DQB10201 with pseudo-sequence HLA-DQA10501-DQB10201. The binding affinity (normalized) is 0.0392.